This data is from Reaction yield outcomes from USPTO patents with 853,638 reactions. The task is: Predict the reaction yield, written as a fraction of the theoretical maximum amount of product (1.0 means a 100% yield; for example, 0.34 means a 34% yield). (1) The reactants are [C:1]1([C@H:7]([NH2:9])[CH3:8])[CH:6]=[CH:5][CH:4]=[CH:3][CH:2]=1.CS(O[CH2:15][CH2:16][CH:17]=[CH2:18])(=O)=O. The catalyst is C(#N)C. The product is [C:1]1([C@H:7]([NH:9][CH2:18][CH2:17][CH:16]=[CH2:15])[CH3:8])[CH:6]=[CH:5][CH:4]=[CH:3][CH:2]=1. The yield is 0.590. (2) The reactants are B([C:4]1[S:8][C:7]([C:9]([OH:11])=[O:10])=[CH:6][CH:5]=1)(O)O.Br[C:13]1[N:17]2[N:18]=[C:19]([NH:22][CH2:23][CH2:24][CH2:25][N:26]3[CH2:30][CH2:29][CH2:28][C:27]3=[O:31])[CH:20]=[CH:21][C:16]2=[N:15][CH:14]=1. No catalyst specified. The product is [O:31]=[C:27]1[CH2:28][CH2:29][CH2:30][N:26]1[CH2:25][CH2:24][CH2:23][NH:22][C:19]1[CH:20]=[CH:21][C:16]2[N:17]([C:13]([C:4]3[S:8][C:7]([C:9]([OH:11])=[O:10])=[CH:6][CH:5]=3)=[CH:14][N:15]=2)[N:18]=1. The yield is 0.640. (3) The reactants are Cl[C:2]1[C:9]([N+:10]([O-:12])=[O:11])=[CH:8][CH:7]=[CH:6][C:3]=1[C:4]#[N:5].[CH2:13]([CH2:15][NH2:16])[OH:14]. The catalyst is C(O)C. The product is [OH:14][CH2:13][CH2:15][NH:16][C:2]1[C:9]([N+:10]([O-:12])=[O:11])=[CH:8][CH:7]=[CH:6][C:3]=1[C:4]#[N:5]. The yield is 0.890. (4) The reactants are [CH3:1][O:2][C:3]1[CH:4]=[C:5]([CH:8]=[CH:9][C:10]=1[CH3:11])[CH:6]=O.C(O[C:15](=[O:19])[CH2:16][C:17]#[N:18])C.[CH:20]1([NH:23][C:24]([NH2:26])=[NH:25])[CH2:22][CH2:21]1.Cl.C(=O)([O-])[O-].[K+].[K+]. The catalyst is C(O)C. The product is [C:17]([C:16]1[C:15](=[O:19])[NH:26][C:24]([NH:23][CH:20]2[CH2:22][CH2:21]2)=[N:25][C:6]=1[C:5]1[CH:8]=[CH:9][C:10]([CH3:11])=[C:3]([O:2][CH3:1])[CH:4]=1)#[N:18]. The yield is 0.290.